From a dataset of NCI-60 drug combinations with 297,098 pairs across 59 cell lines. Regression. Given two drug SMILES strings and cell line genomic features, predict the synergy score measuring deviation from expected non-interaction effect. Drug 1: C(CN)CNCCSP(=O)(O)O. Drug 2: C1C(C(OC1N2C=NC3=C2NC=NCC3O)CO)O. Cell line: HL-60(TB). Synergy scores: CSS=-8.94, Synergy_ZIP=0.851, Synergy_Bliss=-9.18, Synergy_Loewe=-10.4, Synergy_HSA=-15.6.